From a dataset of Catalyst prediction with 721,799 reactions and 888 catalyst types from USPTO. Predict which catalyst facilitates the given reaction. (1) Reactant: [CH2:1]([O:3][C:4]([N:6]1[CH2:11][CH2:10][N:9]([C:12](=[O:24])[C@@H:13]([NH2:23])[CH2:14][CH2:15][C:16]([O:18]C(C)(C)C)=[O:17])[CH2:8][CH2:7]1)=[O:5])[CH3:2].[C:25]([OH:31])([C:27]([F:30])([F:29])[F:28])=[O:26]. Product: [F:28][C:27]([F:30])([F:29])[C:25]([OH:31])=[O:26].[CH2:1]([O:3][C:4]([N:6]1[CH2:7][CH2:8][N:9]([C:12](=[O:24])[C@@H:13]([NH2:23])[CH2:14][CH2:15][C:16]([OH:18])=[O:17])[CH2:10][CH2:11]1)=[O:5])[CH3:2]. The catalyst class is: 2. (2) Reactant: [CH2:1]([O:3][C:4](=[O:31])[C:5]([O:8][C:9]1[CH:14]=[CH:13][C:12]([O:15][CH2:16][CH2:17][C:18]2[N:19]=[C:20]([C:24]3[CH:29]=[CH:28][CH:27]=[C:26](Br)[CH:25]=3)[O:21][C:22]=2[CH3:23])=[CH:11][CH:10]=1)([CH3:7])[CH3:6])[CH3:2].B(O)(O)[C:33]1[C:42]2[C:37](=[CH:38][CH:39]=[CH:40][CH:41]=2)[CH:36]=[CH:35][CH:34]=1.C(O)C.C([O-])([O-])=O.[Na+].[Na+]. Product: [CH2:1]([O:3][C:4](=[O:31])[C:5]([CH3:7])([O:8][C:9]1[CH:14]=[CH:13][C:12]([O:15][CH2:16][CH2:17][C:18]2[N:19]=[C:20]([C:24]3[CH:29]=[CH:28][CH:27]=[C:26]([C:41]4[C:42]5[C:37](=[CH:36][CH:35]=[CH:34][CH:33]=5)[CH:38]=[CH:39][CH:40]=4)[CH:25]=3)[O:21][C:22]=2[CH3:23])=[CH:11][CH:10]=1)[CH3:6])[CH3:2]. The catalyst class is: 109. (3) Reactant: [F:1][C:2]([F:18])([F:17])[C:3](OC1C(F)=C(F)C(F)=C(F)C=1F)=[O:4].[NH2:19][C:20]1[CH:24]=[C:23]([CH2:25][C:26]([OH:28])=O)[NH:22][N:21]=1.N1C=CC=CC=1.[F:35][C:36]1[CH:37]=[C:38]([CH:40]=[CH:41][CH:42]=1)[NH2:39].Cl. Product: [F:1][C:2]([F:18])([F:17])[C:3]([NH:19][C:20]1[CH:24]=[C:23]([CH2:25][C:26]([NH:39][C:38]2[CH:40]=[CH:41][CH:42]=[C:36]([F:35])[CH:37]=2)=[O:28])[NH:22][N:21]=1)=[O:4]. The catalyst class is: 9.